Dataset: Full USPTO retrosynthesis dataset with 1.9M reactions from patents (1976-2016). Task: Predict the reactants needed to synthesize the given product. (1) Given the product [F:1][C:2]1[CH:7]=[CH:6][C:5]([O:8][CH:16]([C:11]2[CH:12]=[CH:13][CH:14]=[CH:15][C:10]=2[F:9])[CH2:17][CH2:18][CH2:19][CH2:20][CH2:21][N:22]2[CH2:23][CH2:24][CH:25]([C:28]3[CH:29]=[C:30]([NH:34][C:35](=[O:39])[CH:36]([CH3:38])[CH3:37])[CH:31]=[CH:32][CH:33]=3)[CH2:26][CH2:27]2)=[CH:4][CH:3]=1, predict the reactants needed to synthesize it. The reactants are: [F:1][C:2]1[CH:7]=[CH:6][C:5]([OH:8])=[CH:4][CH:3]=1.[F:9][C:10]1[CH:15]=[CH:14][CH:13]=[CH:12][C:11]=1[CH:16](O)[CH2:17][CH2:18][CH2:19][CH2:20][CH2:21][N:22]1[CH2:27][CH2:26][CH:25]([C:28]2[CH:29]=[C:30]([NH:34][C:35](=[O:39])[CH:36]([CH3:38])[CH3:37])[CH:31]=[CH:32][CH:33]=2)[CH2:24][CH2:23]1.Cl. (2) The reactants are: [Cl:1][C:2]1[CH:3]=[C:4]([C:12]2[O:16][N:15]=[C:14]([C:17]3[CH:25]=[CH:24][C:23]([CH2:26][CH2:27][CH2:28][C:29]([O:31]CC)=[O:30])=[C:22]4[C:18]=3[CH:19]=[CH:20][N:21]4[CH3:34])[N:13]=2)[CH:5]=[CH:6][C:7]=1[O:8][CH:9]([CH3:11])[CH3:10].[OH-].[Na+].Cl. Given the product [Cl:1][C:2]1[CH:3]=[C:4]([C:12]2[O:16][N:15]=[C:14]([C:17]3[CH:25]=[CH:24][C:23]([CH2:26][CH2:27][CH2:28][C:29]([OH:31])=[O:30])=[C:22]4[C:18]=3[CH:19]=[CH:20][N:21]4[CH3:34])[N:13]=2)[CH:5]=[CH:6][C:7]=1[O:8][CH:9]([CH3:11])[CH3:10], predict the reactants needed to synthesize it. (3) Given the product [CH3:21][S:18]([NH:17][CH2:16][CH2:15][NH:14][CH:2]1[CH2:7][CH2:6][CH:5]([CH2:8][C:9]([O:11][CH2:12][CH3:13])=[O:10])[CH2:4][CH2:3]1)(=[O:20])=[O:19], predict the reactants needed to synthesize it. The reactants are: O=[C:2]1[CH2:7][CH2:6][CH:5]([CH2:8][C:9]([O:11][CH2:12][CH3:13])=[O:10])[CH2:4][CH2:3]1.[NH2:14][CH2:15][CH2:16][NH:17][S:18]([CH3:21])(=[O:20])=[O:19].FC(F)(F)C(O)=O.C(N(CC)CC)C.[BH4-].[Na+].C([O-])([O-])=O.[Na+].[Na+]. (4) The reactants are: [Cl:1][C:2]1[C:3]([N+:9]([O-])=O)=[C:4]([CH:6]=[CH:7][CH:8]=1)[NH2:5].[Cl-].[NH4+].C(O)C. Given the product [Cl:1][C:2]1[CH:8]=[CH:7][CH:6]=[C:4]([NH2:5])[C:3]=1[NH2:9], predict the reactants needed to synthesize it. (5) Given the product [O:26]1[CH2:27][CH2:28][C@H:24]([N:14]2[C:15]3[CH2:20][CH2:19][N:18]([C:21](=[O:23])[CH3:22])[CH2:17][C:16]=3[C:12]([N:8]3[C:9]4[C:4](=[CH:3][C:2]([B:32]5[O:33][C:34]([CH3:36])([CH3:35])[C:30]([CH3:46])([CH3:29])[O:31]5)=[CH:11][CH:10]=4)[CH2:5][CH2:6][CH2:7]3)=[N:13]2)[CH2:25]1, predict the reactants needed to synthesize it. The reactants are: Br[C:2]1[CH:3]=[C:4]2[C:9](=[CH:10][CH:11]=1)[N:8]([C:12]1[C:16]3[CH2:17][N:18]([C:21](=[O:23])[CH3:22])[CH2:19][CH2:20][C:15]=3[N:14]([C@H:24]3[CH2:28][CH2:27][O:26][CH2:25]3)[N:13]=1)[CH2:7][CH2:6][CH2:5]2.[CH3:29][C:30]1([CH3:46])[C:34]([CH3:36])([CH3:35])[O:33][B:32]([B:32]2[O:33][C:34]([CH3:36])([CH3:35])[C:30]([CH3:46])([CH3:29])[O:31]2)[O:31]1.C(O[K])(C)=O.ClCCl. (6) Given the product [CH3:19][O:18][C:13]1[C:12]([CH2:11][N:1]2[CH2:6][CH2:5][CH:4]([CH2:7][CH2:8][OH:9])[CH2:3][CH2:2]2)=[CH:17][CH:16]=[CH:15][N:14]=1, predict the reactants needed to synthesize it. The reactants are: [NH:1]1[CH2:6][CH2:5][CH:4]([CH2:7][CH2:8][OH:9])[CH2:3][CH2:2]1.Cl[CH2:11][C:12]1[C:13]([O:18][CH3:19])=[N:14][CH:15]=[CH:16][CH:17]=1.C(=O)([O-])[O-].[K+].[K+].O.